The task is: Predict the product of the given reaction.. This data is from Forward reaction prediction with 1.9M reactions from USPTO patents (1976-2016). Given the reactants [CH3:1][C:2]1[CH:3]=[C:4](O)[C:5](=[CH:10][CH:11]=1)[C:6]([O:8]C)=[O:7].CN(C)C(Cl)=[S:16].N12CCN(CC1)CC2.O, predict the reaction product. The product is: [SH:16][C:4]1[CH:3]=[C:2]([CH3:1])[CH:11]=[CH:10][C:5]=1[C:6]([OH:8])=[O:7].